From a dataset of Forward reaction prediction with 1.9M reactions from USPTO patents (1976-2016). Predict the product of the given reaction. (1) Given the reactants N1([CH:10]=[O:11])C2C=CC=CC=2N=N1.[Cl:12][C:13]1[CH:19]=[C:18]([Cl:20])[CH:17]=[CH:16][C:14]=1[NH2:15], predict the reaction product. The product is: [Cl:12][C:13]1[CH:19]=[C:18]([Cl:20])[CH:17]=[CH:16][C:14]=1[NH:15][CH:10]=[O:11]. (2) Given the reactants CC(C)(C)C([O:5][C:6]1[CH:11]=[CH:10][C:9]([C:12]2[O:13][C:14]3[CH:20]=[CH:19][C:18]([O:21]C(=O)C(C)(C)C)=[CH:17][C:15]=3[CH:16]=2)=[CH:8][CH:7]=1)=O.[C:30](Cl)(=[O:32])[CH3:31].[Al+3].[Cl-].[Cl-].[Cl-].CCOC(C)=O, predict the reaction product. The product is: [OH:21][C:18]1[CH:19]=[CH:20][C:14]2[O:13][C:12]([C:9]3[CH:8]=[CH:7][C:6]([OH:5])=[CH:11][CH:10]=3)=[C:16]([C:30](=[O:32])[CH3:31])[C:15]=2[CH:17]=1. (3) Given the reactants [OH:1][CH2:2][C:3]1[CH:16]=[CH:15][C:14]2[O:13][C:12]3[C:7]4=[C:8]([C:17](=[O:20])[NH:18][N:19]=[C:6]4[C:5]=2[CH:4]=1)[CH:9]=[CH:10][CH:11]=3.[CH2:21]([O:28][P:29]([CH2:39][CH2:40]C(O)=O)([O:31][CH2:32][C:33]1[CH:38]=[CH:37][CH:36]=[CH:35][CH:34]=1)=[O:30])[C:22]1[CH:27]=[CH:26][CH:25]=[CH:24][CH:23]=1.C(Cl)CCl, predict the reaction product. The product is: [CH2:32]([O:31][P:29]([CH2:39][CH2:40][O:1][CH2:2][C:3]1[CH:16]=[CH:15][C:14]2[O:13][C:12]3[C:7]4=[C:8]([C:17](=[O:20])[NH:18][N:19]=[C:6]4[C:5]=2[CH:4]=1)[CH:9]=[CH:10][CH:11]=3)(=[O:30])[O:28][CH2:21][C:22]1[CH:23]=[CH:24][CH:25]=[CH:26][CH:27]=1)[C:33]1[CH:34]=[CH:35][CH:36]=[CH:37][CH:38]=1. (4) Given the reactants [NH2:1][C:2]1[O:3][CH2:4][C:5]2([N:21]=1)[CH:18]1[CH:13]([CH2:14][CH2:15][C:16](=[O:19])[CH2:17]1)[O:12][C:11]1[C:6]2=[CH:7][C:8](Br)=[CH:9][CH:10]=1.[Cl:22][C:23]1[CH:24]=[C:25](B(O)O)[CH:26]=[N:27][CH:28]=1.C([O-])([O-])=O.[Na+].[Na+], predict the reaction product. The product is: [NH2:1][C:2]1[O:3][CH2:4][C:5]2([N:21]=1)[CH:18]1[CH:13]([CH2:14][CH2:15][C:16](=[O:19])[CH2:17]1)[O:12][C:11]1[C:6]2=[CH:7][C:8]([C:25]2[CH:26]=[N:27][CH:28]=[C:23]([Cl:22])[CH:24]=2)=[CH:9][CH:10]=1. (5) Given the reactants [Br-].[C:2](/[CH:5]=[CH:6]/[C:7]1[CH:32]=[CH:31][C:10]([CH2:11][P+](C2C=CC=CC=2)(C2C=CC=CC=2)C2C=CC=CC=2)=[CH:9][CH:8]=1)([OH:4])=[O:3].[C:33]([C:36]1[CH:41]=[CH:40][N:39]([C:42]2[CH:43]=[CH:44][C:45]([CH:48]=O)=[N:46][CH:47]=2)[CH2:38][CH:37]=1)(=[O:35])[CH3:34], predict the reaction product. The product is: [C:33]([C:36]1[CH:37]=[CH:38][N:39]([C:42]2[CH:43]=[CH:44][C:45]([CH:48]=[CH:11][C:10]3[CH:9]=[CH:8][C:7](/[CH:6]=[CH:5]/[C:2]([OH:4])=[O:3])=[CH:32][CH:31]=3)=[N:46][CH:47]=2)[CH2:40][CH:41]=1)(=[O:35])[CH3:34].